Task: Regression. Given a peptide amino acid sequence and an MHC pseudo amino acid sequence, predict their binding affinity value. This is MHC class I binding data.. Dataset: Peptide-MHC class I binding affinity with 185,985 pairs from IEDB/IMGT The peptide sequence is IVSLCPTKK. The MHC is HLA-A02:06 with pseudo-sequence HLA-A02:06. The binding affinity (normalized) is 0.